This data is from Reaction yield outcomes from USPTO patents with 853,638 reactions. The task is: Predict the reaction yield, written as a fraction of the theoretical maximum amount of product (1.0 means a 100% yield; for example, 0.34 means a 34% yield). (1) The product is [Br:3][C:4]1[CH:9]=[CH:8][N:7]([CH3:11])[C:6](=[O:10])[CH:5]=1. The yield is 0.500. The reactants are [H-].[Na+].[Br:3][C:4]1[CH:9]=[CH:8][N:7]=[C:6]([OH:10])[CH:5]=1.[CH3:11]I. The catalyst is C1COCC1. (2) The reactants are CO[C:3]1[CH:8]=[C:7]([C:9]([F:12])([F:11])[F:10])[CH:6]=[CH:5][C:4]=1[C:13]1[O:14][CH2:15][C:16]([CH3:19])([CH3:18])[N:17]=1.[Br-].[CH2:21]1[CH2:25]OC[CH2:22]1. No catalyst specified. The product is [CH:21]([C:3]1[CH:8]=[C:7]([C:9]([F:12])([F:11])[F:10])[CH:6]=[CH:5][C:4]=1[C:13]1[O:14][CH2:15][C:16]([CH3:19])([CH3:18])[N:17]=1)([CH3:25])[CH3:22]. The yield is 0.910. (3) The reactants are [C@]12(C)C(C)(C)C(CC1)CC2C([O:12][C@H:13]([C:17]1[CH:22]=[CH:21][CH:20]=[CH:19][C:18]=1[N+:23]([O-:25])=[O:24])[CH:14]([CH3:16])[CH3:15])=O.C([O-])([O-])=O.[K+].[K+]. The catalyst is CO. The product is [N+:23]([C:18]1[CH:19]=[CH:20][CH:21]=[CH:22][C:17]=1[C@@H:13]([OH:12])[CH:14]([CH3:15])[CH3:16])([O-:25])=[O:24]. The yield is 0.970.